Task: Predict the reactants needed to synthesize the given product.. Dataset: Full USPTO retrosynthesis dataset with 1.9M reactions from patents (1976-2016) (1) The reactants are: [F:1][C:2]1([F:15])[O:14][C:5]2=[CH:6][C:7]3[NH:11][C:10]([NH2:12])=[N:9][C:8]=3[CH:13]=[C:4]2[O:3]1.[F:16][C:17]([F:37])([F:36])[O:18][C:19]1[CH:35]=[CH:34][CH:33]=[CH:32][C:20]=1[C:21]([NH:23][C:24]1[S:25][CH:26]=[C:27]([C:29](O)=[O:30])[N:28]=1)=[O:22].F[P-](F)(F)(F)(F)F.N1(OC(N(C)C)=[N+](C)C)C2C=CC=CC=2N=N1.C(N(CC)C(C)C)(C)C. Given the product [F:15][C:2]1([F:1])[O:14][C:5]2=[CH:6][C:7]3[NH:11][C:10]([NH:12][C:29]([C:27]4[N:28]=[C:24]([NH:23][C:21](=[O:22])[C:20]5[CH:32]=[CH:33][CH:34]=[CH:35][C:19]=5[O:18][C:17]([F:37])([F:36])[F:16])[S:25][CH:26]=4)=[O:30])=[N:9][C:8]=3[CH:13]=[C:4]2[O:3]1, predict the reactants needed to synthesize it. (2) Given the product [CH3:19][C:17]1[CH2:16][C:5]([C:6]([O:8][CH2:9][CH3:10])=[O:7])([C:11]([O:13][CH2:14][CH3:15])=[O:12])[CH2:1][CH2:2][CH:18]=1, predict the reactants needed to synthesize it. The reactants are: [CH2:1]([C:5]([CH2:16][C:17]([CH3:19])=[CH2:18])([C:11]([O:13][CH2:14][CH3:15])=[O:12])[C:6]([O:8][CH2:9][CH3:10])=[O:7])[CH2:2]C=C.CCCCCCCCCCCCCCCC.